This data is from Forward reaction prediction with 1.9M reactions from USPTO patents (1976-2016). The task is: Predict the product of the given reaction. (1) Given the reactants C[Si](C)(C)[O:3][C@H:4]1[CH2:6][C@@H:5]1[CH2:7][CH2:8][CH2:9][CH:10]=[CH2:11].CCCC[N+](CCCC)(CCCC)CCCC.[F-].O, predict the reaction product. The product is: [CH2:7]([CH:5]1[CH2:6][CH:4]1[OH:3])[CH2:8][CH2:9][CH:10]=[CH2:11]. (2) Given the reactants [C:1]1([CH3:35])[CH:6]=[CH:5][CH:4]=[C:3]([C:7]2[N:8]=[C:9]3[CH2:23][CH2:22][CH2:21][N:20]([CH2:24][CH2:25][CH2:26][CH2:27][CH2:28][CH2:29][C:30]([O:32]CC)=[O:31])[C:10]3=[N:11][C:12]=2[C:13]2[CH:18]=[CH:17][C:16]([CH3:19])=[CH:15][CH:14]=2)[CH:2]=1.CO.[OH-].[Na+].Cl, predict the reaction product. The product is: [C:1]1([CH3:35])[CH:6]=[CH:5][CH:4]=[C:3]([C:7]2[N:8]=[C:9]3[CH2:23][CH2:22][CH2:21][N:20]([CH2:24][CH2:25][CH2:26][CH2:27][CH2:28][CH2:29][C:30]([OH:32])=[O:31])[C:10]3=[N:11][C:12]=2[C:13]2[CH:14]=[CH:15][C:16]([CH3:19])=[CH:17][CH:18]=2)[CH:2]=1. (3) The product is: [CH3:1][O:2][C:3](=[O:48])[C:4]1[CH:9]=[CH:8][C:7]([CH2:10][O:11][C:12]2[C:17]([Br:18])=[CH:16][C:15]([C:19](=[O:35])[NH:20][CH2:21][CH2:22][CH2:23][CH2:24][CH2:25][CH2:26][CH2:27][CH2:28][C:29]3[CH:30]=[CH:31][CH:32]=[CH:33][CH:34]=3)=[CH:14][C:13]=2[C:36]2[CH:41]=[CH:40][CH:39]=[C:38]([C:42]([F:45])([F:44])[F:43])[CH:37]=2)=[CH:6][C:5]=1[OH:46]. Given the reactants [CH3:1][O:2][C:3](=[O:48])[C:4]1[CH:9]=[CH:8][C:7]([CH2:10][O:11][C:12]2[C:17]([Br:18])=[CH:16][C:15]([C:19](=[O:35])[NH:20][CH2:21][CH2:22][CH2:23][CH2:24][CH2:25][CH2:26][CH2:27][CH2:28][C:29]3[CH:34]=[CH:33][CH:32]=[CH:31][CH:30]=3)=[CH:14][C:13]=2[C:36]2[CH:41]=[CH:40][CH:39]=[C:38]([C:42]([F:45])([F:44])[F:43])[CH:37]=2)=[CH:6][C:5]=1[O:46]C.[K+].[Br-], predict the reaction product. (4) Given the reactants Br[C:2]1[C:11]2[C:6](=[CH:7][CH:8]=[CH:9][CH:10]=2)[CH:5]=[C:4]([S:12]([C:14]2[CH:19]=[CH:18][C:17]([F:20])=[CH:16][CH:15]=2)=[O:13])[N:3]=1.[NH2:21][C:22]1[CH:26]=[C:25]([CH3:27])[N:24]([C:28]([O:30][C:31]([CH3:34])([CH3:33])[CH3:32])=[O:29])[N:23]=1.C(=O)([O-])[O-].[Na+].[Na+], predict the reaction product. The product is: [F:20][C:17]1[CH:18]=[CH:19][C:14]([S:12]([C:4]2[N:3]=[C:2]([NH:21][C:22]3[CH:26]=[C:25]([CH3:27])[N:24]([C:28]([O:30][C:31]([CH3:34])([CH3:33])[CH3:32])=[O:29])[N:23]=3)[C:11]3[C:6]([CH:5]=2)=[CH:7][CH:8]=[CH:9][CH:10]=3)=[O:13])=[CH:15][CH:16]=1. (5) Given the reactants [OH:1][C:2]1[CH:9]=[CH:8][C:5]([C:6]#[N:7])=[CH:4][C:3]=1[O:10][CH3:11].N1C=CC=CC=1.[F:18][C:19]([F:32])([F:31])[S:20](O[S:20]([C:19]([F:32])([F:31])[F:18])(=[O:22])=[O:21])(=[O:22])=[O:21], predict the reaction product. The product is: [F:18][C:19]([F:32])([F:31])[S:20]([O:1][C:2]1[CH:9]=[CH:8][C:5]([C:6]#[N:7])=[CH:4][C:3]=1[O:10][CH3:11])(=[O:22])=[O:21]. (6) Given the reactants [CH:1]([C:4]1[C:5]([CH:10]2[CH2:15][C:14](=O)[CH2:13][CH:12]([C:17]3[C:22]([CH:23]([CH3:25])[CH3:24])=[CH:21][CH:20]=[CH:19][N:18]=3)[NH:11]2)=[N:6][CH:7]=[CH:8][CH:9]=1)([CH3:3])[CH3:2].[OH-].[K+].O.NN.C(Cl)Cl, predict the reaction product. The product is: [CH:1]([C:4]1[C:5]([C@H:10]2[CH2:15][CH2:14][CH2:13][C@@H:12]([C:17]3[C:22]([CH:23]([CH3:25])[CH3:24])=[CH:21][CH:20]=[CH:19][N:18]=3)[NH:11]2)=[N:6][CH:7]=[CH:8][CH:9]=1)([CH3:3])[CH3:2]. (7) Given the reactants [N+:1]([C:4]1[CH:5]=[N:6][CH:7]=[CH:8][C:9]=1[C@H:10]1[CH2:17][C:16]([O:18][Si](CC)(CC)CC)=[CH:15][C:12]2([CH2:14][CH2:13]2)[O:11]1)([O-:3])=[O:2].CC1(C)O[O:28]1.CC(C)=O, predict the reaction product. The product is: [OH:28][C@@H:15]1[C:12]2([CH2:13][CH2:14]2)[O:11][C@@H:10]([C:9]2[CH:8]=[CH:7][N:6]=[CH:5][C:4]=2[N+:1]([O-:3])=[O:2])[CH2:17][C:16]1=[O:18]. (8) Given the reactants COC1C=CC(C[N:8]2[C:12]3=[N:13][CH:14]=[C:15]([C:17]4[CH:18]=[C:19]([S:23]([N:26]([CH3:28])[CH3:27])(=[O:25])=[O:24])[CH:20]=[CH:21][CH:22]=4)[CH:16]=[C:11]3[C:10]([CH3:29])=[N:9]2)=CC=1.FC(F)(F)C(O)=O, predict the reaction product. The product is: [CH3:27][N:26]([CH3:28])[S:23]([C:19]1[CH:20]=[CH:21][CH:22]=[C:17]([C:15]2[CH:16]=[C:11]3[C:10]([CH3:29])=[N:9][NH:8][C:12]3=[N:13][CH:14]=2)[CH:18]=1)(=[O:24])=[O:25]. (9) Given the reactants [S:1]1[CH:5]=[C:4]2[C:6](O[C:9](=[O:10])[C:3]2=[CH:2]1)=[O:7].[CH2:11]([CH:13]([CH2:27][CH2:28][CH2:29][CH3:30])[CH2:14][CH2:15][C:16]1[C:22]([F:23])=[C:21]([F:24])[C:19]([NH2:20])=[C:18]([F:25])[C:17]=1[F:26])[CH3:12], predict the reaction product. The product is: [CH2:11]([CH:13]([CH2:27][CH2:28][CH2:29][CH3:30])[CH2:14][CH2:15][C:16]1[C:17]([F:26])=[C:18]([F:25])[C:19]([N:20]2[C:9](=[O:10])[C:3]3=[CH:2][S:1][CH:5]=[C:4]3[C:6]2=[O:7])=[C:21]([F:24])[C:22]=1[F:23])[CH3:12]. (10) Given the reactants [NH2:1][C@H:2]([C:4]([OH:6])=[O:5])[CH3:3].[NH2:7][C@H:8]([C:13]([OH:15])=[O:14])[CH2:9][CH:10]([CH3:12])[CH3:11], predict the reaction product. The product is: [NH2:1][C@H:2]([C:4]([OH:6])=[O:5])[CH3:3].[NH2:7][C@H:8]([C:13]([OH:15])=[O:14])[CH2:9][CH:10]([CH3:12])[CH3:11].